From a dataset of Catalyst prediction with 721,799 reactions and 888 catalyst types from USPTO. Predict which catalyst facilitates the given reaction. (1) Reactant: [C:1]1([CH:7]([C:11]2[CH:16]=[CH:15][CH:14]=[CH:13][CH:12]=2)[CH2:8][CH2:9][OH:10])[CH:6]=[CH:5][CH:4]=[CH:3][CH:2]=1.C(N(CC)CC)C.[CH3:24][S:25](Cl)(=[O:27])=[O:26].C(O)(C)C. Product: [CH3:24][S:25]([O:10][CH2:9][CH2:8][CH:7]([C:1]1[CH:2]=[CH:3][CH:4]=[CH:5][CH:6]=1)[C:11]1[CH:12]=[CH:13][CH:14]=[CH:15][CH:16]=1)(=[O:27])=[O:26]. The catalyst class is: 4. (2) Reactant: [Cl:1][C:2]1[C:3]([C:29](O)=[O:30])=[N:4][C:5]([Cl:28])=[C:6]([N:8]2[CH2:13][CH2:12][C:11](=[N:14][O:15][CH:16]3[CH2:21][CH2:20][N:19]([C:22]([O:24][CH:25]([CH3:27])[CH3:26])=[O:23])[CH2:18][CH2:17]3)[CH2:10][CH2:9]2)[N:7]=1.C(N(CC)CC)C.ClC(OCC)=O.[BH4-].[Na+]. The catalyst class is: 20. Product: [CH:25]([O:24][C:22]([N:19]1[CH2:18][CH2:17][CH:16]([O:15][N:14]=[C:11]2[CH2:12][CH2:13][N:8]([C:6]3[C:5]([Cl:28])=[N:4][C:3]([CH2:29][OH:30])=[C:2]([Cl:1])[N:7]=3)[CH2:9][CH2:10]2)[CH2:21][CH2:20]1)=[O:23])([CH3:27])[CH3:26]. (3) Reactant: [H-].[Na+].[CH2:3]([OH:7])[C:4]#[C:5][CH3:6].Cl[C:9]1[CH:14]=[C:13]([N:15]([CH2:24][CH3:25])[C:16]2[CH:21]=[CH:20][CH:19]=[C:18]([F:22])[C:17]=2[F:23])[N:12]=[CH:11][N:10]=1.[Cl-].[NH4+]. Product: [CH2:3]([O:7][C:9]1[N:10]=[CH:11][N:12]=[C:13]([N:15]([CH2:24][CH3:25])[C:16]2[CH:21]=[CH:20][CH:19]=[C:18]([F:22])[C:17]=2[F:23])[CH:14]=1)[C:4]#[C:5][CH3:6]. The catalyst class is: 7. (4) Reactant: C(OC([N:8]1[CH2:12][C@@H:11]([CH2:13][N:14]([C:18](=[O:33])[C:19]2[CH:24]=[CH:23][C:22]([CH2:25][CH3:26])=[C:21]([O:27][CH2:28][CH2:29][CH2:30][O:31][CH3:32])[CH:20]=2)[CH:15]([CH3:17])[CH3:16])[C@H:10]([NH2:34])[CH2:9]1)=O)(C)(C)C.[CH2:35]([N:42]([CH:47]1[CH2:49][CH2:48]1)[C:43](=[O:46])[CH2:44]Cl)[C:36]1[CH:41]=[CH:40][CH:39]=[CH:38][CH:37]=1.[Cl-].CC#N.O. Product: [CH2:35]([N:42]([CH:47]1[CH2:49][CH2:48]1)[C:43]([CH2:44][NH:34][C@@H:10]1[CH2:9][NH:8][CH2:12][C@H:11]1[CH2:13][N:14]([CH:15]([CH3:16])[CH3:17])[C:18](=[O:33])[C:19]1[CH:24]=[CH:23][C:22]([CH2:25][CH3:26])=[C:21]([O:27][CH2:28][CH2:29][CH2:30][O:31][CH3:32])[CH:20]=1)=[O:46])[C:36]1[CH:41]=[CH:40][CH:39]=[CH:38][CH:37]=1. The catalyst class is: 23. (5) Reactant: C(O)(C(F)(F)F)=O.C(OC([N:15]1[CH2:19][CH2:18][CH2:17][C@H:16]1[C:20]1[NH:21][C:22]([C:25]2[CH:26]=[C:27]3[C:32](=[CH:33][CH:34]=2)[CH:31]=[C:30]([C:35]2[CH:36]=[C:37]4[C:57](=[CH:58][CH:59]=2)[C:41]2[NH:42][C:43]([C@@H:45]5[CH2:49][CH2:48][CH2:47][N:46]5C(OC(C)(C)C)=O)=[N:44][C:40]=2[CH:39]=[CH:38]4)[CH:29]=[CH:28]3)=[CH:23][N:24]=1)=O)(C)(C)C. Product: [NH:46]1[CH2:47][CH2:48][CH2:49][C@H:45]1[C:43]1[NH:42][C:41]2[C:57]3[C:37]([CH:38]=[CH:39][C:40]=2[N:44]=1)=[CH:36][C:35]([C:30]1[CH:29]=[CH:28][C:27]2[C:32](=[CH:33][CH:34]=[C:25]([C:22]4[NH:21][C:20]([C@@H:16]5[CH2:17][CH2:18][CH2:19][NH:15]5)=[N:24][CH:23]=4)[CH:26]=2)[CH:31]=1)=[CH:59][CH:58]=3. The catalyst class is: 2.